From a dataset of Reaction yield outcomes from USPTO patents with 853,638 reactions. Predict the reaction yield, written as a fraction of the theoretical maximum amount of product (1.0 means a 100% yield; for example, 0.34 means a 34% yield). (1) The reactants are [CH3:1][O:2][C:3]1[CH:11]=[CH:10][C:9]([S:12](=[O:15])(=[O:14])[NH2:13])=[CH:8][C:4]=1[C:5]([OH:7])=O.[F:16][C:17]([F:30])([F:29])[C:18]1[CH:19]=[C:20]([CH:22]=[C:23]([C:25]([F:28])([F:27])[F:26])[CH:24]=1)[NH2:21]. No catalyst specified. The product is [F:16][C:17]([F:29])([F:30])[C:18]1[CH:19]=[C:20]([NH:21][C:5](=[O:7])[C:4]2[CH:8]=[C:9]([S:12](=[O:15])(=[O:14])[NH2:13])[CH:10]=[CH:11][C:3]=2[O:2][CH3:1])[CH:22]=[C:23]([C:25]([F:26])([F:28])[F:27])[CH:24]=1. The yield is 0.242. (2) The reactants are [CH:1]1[C:10]2[C:5](=[CH:6][CH:7]=[CH:8][CH:9]=2)[CH:4]=[CH:3][C:2]=1B(O)O.[CH3:14][O:15][C:16]([C:18]1[N:19]=[CH:20][NH:21][CH:22]=1)=[O:17].CCOC(C)=O.[C@H](O)(C([O-])=O)[C@@H](O)C([O-])=O.[Na+].[K+]. The catalyst is C(Cl)Cl. The product is [CH3:14][O:15][C:16]([C:18]1[N:19]=[CH:20][N:21]([C:2]2[CH:3]=[CH:4][C:5]3[C:10](=[CH:9][CH:8]=[CH:7][CH:6]=3)[CH:1]=2)[CH:22]=1)=[O:17]. The yield is 0.240. (3) The reactants are [CH3:1][C:2]1[CH:7]=[CH:6][C:5]([CH2:8][O:9][C:10]2[CH:15]=[CH:14][CH:13]=[CH:12][CH:11]=2)=[CH:4][N:3]=1.Cl[O:17]OC1C=C(C=CC=1)C(O)=O.C(=O)(O)[O-].[Na+]. The catalyst is C(Cl)Cl. The product is [O:9]([CH2:8][C:5]1[CH:6]=[CH:7][C:2]([CH2:1][OH:17])=[N:3][CH:4]=1)[C:10]1[CH:15]=[CH:14][CH:13]=[CH:12][CH:11]=1. The yield is 0.480. (4) The reactants are [N:1]1[CH:6]=[CH:5][CH:4]=[CH:3][C:2]=1[CH2:7][CH2:8][NH:9][S:10]([NH:13]C(=O)OCC1C=CC=CC=1)(=[O:12])=[O:11]. The catalyst is C(O)C.[C].[Pd]. The product is [N:1]1[CH:6]=[CH:5][CH:4]=[CH:3][C:2]=1[CH2:7][CH2:8][NH:9][S:10]([NH2:13])(=[O:12])=[O:11]. The yield is 0.530.